From a dataset of Reaction yield outcomes from USPTO patents with 853,638 reactions. Predict the reaction yield, written as a fraction of the theoretical maximum amount of product (1.0 means a 100% yield; for example, 0.34 means a 34% yield). (1) The reactants are Br[C:2]1[CH:3]=[N:4][CH:5]=[CH:6][C:7]=1[C:8]1[CH:13]=[CH:12][CH:11]=[CH:10][CH:9]=1.C1(P(C2C=CC=CC=2)C2C=CC3C(=CC=CC=3)C=2C2C3C(=CC=CC=3)C=CC=2P(C2C=CC=CC=2)C2C=CC=CC=2)C=CC=CC=1.[NH2:60][C:61]1[CH:62]=[C:63]2[C:67](=[CH:68][CH:69]=1)[C:66](=[O:70])[N:65]([CH2:71][CH2:72][CH2:73][CH3:74])[CH2:64]2.CC(C)([O-])C.[Na+]. The catalyst is C1(C)C=CC=CC=1.C1C=CC(/C=C/C(/C=C/C2C=CC=CC=2)=O)=CC=1.C1C=CC(/C=C/C(/C=C/C2C=CC=CC=2)=O)=CC=1.C1C=CC(/C=C/C(/C=C/C2C=CC=CC=2)=O)=CC=1.[Pd].[Pd].C(OCC)(=O)C.O. The product is [CH2:71]([N:65]1[CH2:64][C:63]2[C:67](=[CH:68][CH:69]=[C:61]([NH:60][C:2]3[CH:3]=[N:4][CH:5]=[CH:6][C:7]=3[C:8]3[CH:13]=[CH:12][CH:11]=[CH:10][CH:9]=3)[CH:62]=2)[C:66]1=[O:70])[CH2:72][CH2:73][CH3:74]. The yield is 0.460. (2) The reactants are [C:1]([OH:9])(=O)[C:2]1[CH:7]=[CH:6][CH:5]=[CH:4][CH:3]=1.C1N=CN(C(N2C=NC=C2)=O)C=1.Cl.[NH2:23][CH2:24][C:25]1[CH:30]=[CH:29][C:28]([N:31]2[C:35]3=[N:36][CH:37]=[C:38]([C:40]4[CH:41]=[N:42][CH:43]=[CH:44][CH:45]=4)[CH:39]=[C:34]3[N:33]=[C:32]2[C:46]2[C:47]([NH2:52])=[N:48][CH:49]=[CH:50][CH:51]=2)=[CH:27][CH:26]=1. The catalyst is CC(N(C)C)=O. The product is [NH2:52][C:47]1[C:46]([C:32]2[N:31]([C:28]3[CH:27]=[CH:26][C:25]([CH2:24][NH:23][C:1](=[O:9])[C:2]4[CH:3]=[CH:4][CH:5]=[CH:6][CH:7]=4)=[CH:30][CH:29]=3)[C:35]3=[N:36][CH:37]=[C:38]([C:40]4[CH:41]=[N:42][CH:43]=[CH:44][CH:45]=4)[CH:39]=[C:34]3[N:33]=2)=[CH:51][CH:50]=[CH:49][N:48]=1. The yield is 0.840. (3) The reactants are [NH2:1][C@@H:2]([CH:38]([C:46]1[CH:51]=[CH:50][CH:49]=[C:48]([F:52])[CH:47]=1)[C:39]1[CH:44]=[CH:43][CH:42]=[C:41]([F:45])[CH:40]=1)[C:3]([NH:5][C:6]1[CH:36]=[CH:35][CH:34]=[C:33]([F:37])[C:7]=1[CH2:8][CH2:9][C@@H:10]1[N:15]([S:16]([C:19]2[CH:24]=[CH:23][CH:22]=[CH:21][CH:20]=2)(=[O:18])=[O:17])[C@@H:14]([CH3:25])[CH2:13][N:12](C(OC(C)(C)C)=O)[CH2:11]1)=[O:4].FC(F)(F)C(O)=O. The catalyst is ClCCl. The product is [NH2:1][C@@H:2]([CH:38]([C:39]1[CH:44]=[CH:43][CH:42]=[C:41]([F:45])[CH:40]=1)[C:46]1[CH:51]=[CH:50][CH:49]=[C:48]([F:52])[CH:47]=1)[C:3]([NH:5][C:6]1[CH:36]=[CH:35][CH:34]=[C:33]([F:37])[C:7]=1[CH2:8][CH2:9][C@H:10]1[CH2:11][NH:12][CH2:13][C@H:14]([CH3:25])[N:15]1[S:16]([C:19]1[CH:24]=[CH:23][CH:22]=[CH:21][CH:20]=1)(=[O:17])=[O:18])=[O:4]. The yield is 0.500. (4) The reactants are [Cl:1][C:2]1[C:7]([C:8]([F:11])([F:10])[F:9])=[CH:6][CH:5]=[CH:4][C:3]=1OS(C(F)(F)F)(=O)=O.[C:20]([N:27]1[CH2:32][CH2:31][NH:30][CH2:29][CH2:28]1)([O:22][C:23]([CH3:26])([CH3:25])[CH3:24])=[O:21].CC(C)([O-])C.[Na+]. The catalyst is C1(C)C=CC=CC=1.C1C=CC(/C=C/C(/C=C/C2C=CC=CC=2)=O)=CC=1.C1C=CC(/C=C/C(/C=C/C2C=CC=CC=2)=O)=CC=1.C1C=CC(/C=C/C(/C=C/C2C=CC=CC=2)=O)=CC=1.[Pd].[Pd]. The product is [C:23]([O:22][C:20]([N:27]1[CH2:32][CH2:31][N:30]([C:3]2[CH:4]=[CH:5][CH:6]=[C:7]([C:8]([F:11])([F:10])[F:9])[C:2]=2[Cl:1])[CH2:29][CH2:28]1)=[O:21])([CH3:26])([CH3:24])[CH3:25]. The yield is 0.420. (5) The reactants are [NH2:1][C:2]1[CH:7]=[CH:6][C:5]([N:8]2[C:14](=[O:15])[CH2:13][C:12](=[O:16])[NH:11][C:10]3[C:17]4[C:22]([CH:23]=[CH:24][C:9]2=3)=[CH:21][CH:20]=[CH:19][CH:18]=4)=[CH:4][CH:3]=1.[Cl:25][C:26]1[CH:36]=[CH:35][C:29]([CH2:30][S:31](Cl)(=[O:33])=[O:32])=[CH:28][CH:27]=1. No catalyst specified. The product is [Cl:25][C:26]1[CH:27]=[CH:28][C:29]([CH2:30][S:31]([NH:1][C:2]2[CH:7]=[CH:6][C:5]([N:8]3[C:14](=[O:15])[CH2:13][C:12](=[O:16])[NH:11][C:10]4[C:17]5[C:22]([CH:23]=[CH:24][C:9]3=4)=[CH:21][CH:20]=[CH:19][CH:18]=5)=[CH:4][CH:3]=2)(=[O:33])=[O:32])=[CH:35][CH:36]=1. The yield is 0.560.